Dataset: Forward reaction prediction with 1.9M reactions from USPTO patents (1976-2016). Task: Predict the product of the given reaction. (1) Given the reactants [Cl:1][C:2]1[C:7]([F:8])=[C:6]([Cl:9])[CH:5]=[CH:4][C:3]=1[C:10]([N:12]1[CH2:17][CH2:16][NH:15][C:14](=O)[CH2:13]1)=[O:11].F[B-](F)(F)F.C([O+](CC)CC)C.[CH3:31][C:32]1[S:36][CH:35]=[N:34][C:33]=1[C:37]([NH:39][NH2:40])=O, predict the reaction product. The product is: [Cl:1][C:2]1[C:7]([F:8])=[C:6]([Cl:9])[CH:5]=[CH:4][C:3]=1[C:10]([N:12]1[CH2:17][CH2:16][N:15]2[C:37]([C:33]3[N:34]=[CH:35][S:36][C:32]=3[CH3:31])=[N:39][N:40]=[C:14]2[CH2:13]1)=[O:11]. (2) Given the reactants I[CH3:2].[I:3][C:4]1[CH:11]=[C:10]([O:12][CH3:13])[C:9]([O:14][CH:15]([CH3:17])[CH3:16])=[CH:8][C:5]=1[CH:6]=[O:7].[NH4+].[Cl-], predict the reaction product. The product is: [I:3][C:4]1[CH:11]=[C:10]([O:12][CH3:13])[C:9]([O:14][CH:15]([CH3:17])[CH3:16])=[CH:8][C:5]=1[CH:6]([OH:7])[CH3:2].